Dataset: Forward reaction prediction with 1.9M reactions from USPTO patents (1976-2016). Task: Predict the product of the given reaction. Given the reactants [C:1]([O:5][C:6](=[O:15])[NH:7][C@H:8]1[CH2:12][CH2:11][C@@H:10]([CH2:13][OH:14])[CH2:9]1)([CH3:4])([CH3:3])[CH3:2].C(N(CC)CC)C.[CH3:23][S:24](Cl)(=[O:26])=[O:25], predict the reaction product. The product is: [C:1]([O:5][C:6]([NH:7][C@@H:8]1[CH2:12][CH2:11][C@H:10]([CH2:13][O:14][S:24]([CH3:23])(=[O:26])=[O:25])[CH2:9]1)=[O:15])([CH3:4])([CH3:2])[CH3:3].